Dataset: Full USPTO retrosynthesis dataset with 1.9M reactions from patents (1976-2016). Task: Predict the reactants needed to synthesize the given product. (1) The reactants are: Cl[C:2]1[C:3]2[C:4](=[CH:16][N:17](CC3C=CC(OC)=CC=3)[N:18]=2)[N:5]=[C:6]([C:8]2[C:13]([F:14])=[CH:12][CH:11]=[CH:10][C:9]=2[F:15])[N:7]=1.[CH:28]1([N:31]2[CH2:36][CH2:35][N:34]([C:37]3[CH:43]=[CH:42][C:40]([NH2:41])=[CH:39][CH:38]=3)[CH2:33][CH2:32]2)[CH2:30][CH2:29]1.Cl. Given the product [CH:28]1([N:31]2[CH2:32][CH2:33][N:34]([C:37]3[CH:43]=[CH:42][C:40]([NH:41][C:2]4[C:3]5[NH:18][N:17]=[CH:16][C:4]=5[N:5]=[C:6]([C:8]5[C:9]([F:15])=[CH:10][CH:11]=[CH:12][C:13]=5[F:14])[N:7]=4)=[CH:39][CH:38]=3)[CH2:35][CH2:36]2)[CH2:30][CH2:29]1, predict the reactants needed to synthesize it. (2) The reactants are: [OH:1][C@H:2]1[CH2:7][CH2:6][C@H:5]([N:8]2[CH2:12][CH2:11][C:10]3([CH2:17][CH2:16][CH2:15][N:14]([C:18]4[CH:23]=[CH:22][C:21]([N+:24]([O-])=O)=[CH:20][CH:19]=4)[CH2:13]3)[C:9]2=[O:27])[CH2:4][CH2:3]1.CO. Given the product [NH2:24][C:21]1[CH:22]=[CH:23][C:18]([N:14]2[CH2:15][CH2:16][CH2:17][C:10]3([C:9](=[O:27])[N:8]([C@H:5]4[CH2:4][CH2:3][C@H:2]([OH:1])[CH2:7][CH2:6]4)[CH2:12][CH2:11]3)[CH2:13]2)=[CH:19][CH:20]=1, predict the reactants needed to synthesize it. (3) The reactants are: C[O:2][C:3]1[CH:4]=[C:5]2[C:9](=[CH:10][CH:11]=1)[CH2:8][CH:7]([C:12]1[CH:17]=[CH:16][CH:15]=[CH:14][CH:13]=1)[CH2:6]2.Br. Given the product [C:12]1([CH:7]2[CH2:6][C:5]3[C:9](=[CH:10][CH:11]=[C:3]([OH:2])[CH:4]=3)[CH2:8]2)[CH:17]=[CH:16][CH:15]=[CH:14][CH:13]=1, predict the reactants needed to synthesize it. (4) Given the product [C:1]([O:5][C:6]([N:8]1[CH2:13][C@H:12]([CH2:14][N:15]2[CH2:19][CH2:18][C@@H:17]([F:20])[CH2:16]2)[N:11]([CH2:21][C:22]([OH:24])=[O:23])[CH2:10][C@H:9]1[CH3:32])=[O:7])([CH3:4])([CH3:2])[CH3:3], predict the reactants needed to synthesize it. The reactants are: [C:1]([O:5][C:6]([N:8]1[CH2:13][C@H:12]([CH2:14][N:15]2[CH2:19][CH2:18][C@@H:17]([F:20])[CH2:16]2)[N:11]([CH2:21][C:22]([O:24]CC2C=CC=CC=2)=[O:23])[CH2:10][C@H:9]1[CH3:32])=[O:7])([CH3:4])([CH3:3])[CH3:2]. (5) Given the product [CH2:55]([O:54][C:52]([CH:51]1[C:12]2([C@@H:13]([O:23][CH2:24][C:25]3[CH:30]=[CH:29][CH:28]=[CH:27][CH:26]=3)[C@H:14]([O:15][CH2:16][C:17]3[CH:18]=[CH:19][CH:20]=[CH:21][CH:22]=3)[C@@H:9]([O:8][CH2:1][C:2]3[CH:7]=[CH:6][CH:5]=[CH:4][CH:3]=3)[C@H:10]([C:32]3[CH:37]=[CH:36][C:35]([Cl:38])=[C:34]([CH2:39][C:40]4[CH:45]=[CH:44][C:43]([O:46][CH2:47][CH3:48])=[CH:42][CH:41]=4)[CH:33]=3)[O:11]2)[CH2:31]1)=[O:53])[CH3:56], predict the reactants needed to synthesize it. The reactants are: [CH2:1]([O:8][C@@H:9]1[C@@H:14]([O:15][CH2:16][C:17]2[CH:22]=[CH:21][CH:20]=[CH:19][CH:18]=2)[C@H:13]([O:23][CH2:24][C:25]2[CH:30]=[CH:29][CH:28]=[CH:27][CH:26]=2)[C:12](=[CH2:31])[O:11][C@H:10]1[C:32]1[CH:37]=[CH:36][C:35]([Cl:38])=[C:34]([CH2:39][C:40]2[CH:45]=[CH:44][C:43]([O:46][CH2:47][CH3:48])=[CH:42][CH:41]=2)[CH:33]=1)[C:2]1[CH:7]=[CH:6][CH:5]=[CH:4][CH:3]=1.[N+](=[CH:51][C:52]([O:54][CH2:55][CH3:56])=[O:53])=[N-]. (6) Given the product [CH2:32]([O:31][C:29](=[O:30])[CH2:28][S:27][C:14]1[N:13]=[C:12]([CH3:20])[CH:11]=[C:10]2[C:15]=1[C:16](=[O:18])[CH:17]=[C:8]([NH:9][C:21]1[CH:26]=[CH:25][CH:24]=[CH:23][CH:22]=1)[N:1]2[C:2]1[CH:3]=[CH:4][CH:5]=[CH:6][CH:7]=1)[CH3:33], predict the reactants needed to synthesize it. The reactants are: [NH:1]([C:8]1[N:9]([C:21]2[CH:26]=[CH:25][CH:24]=[CH:23][CH:22]=2)[C:10]2[C:15]([C:16](=[O:18])[CH:17]=1)=[C:14](Cl)[N:13]=[C:12]([CH3:20])[CH:11]=2)[C:2]1[CH:7]=[CH:6][CH:5]=[CH:4][CH:3]=1.[SH:27][CH2:28][C:29]([O:31][CH2:32][CH3:33])=[O:30].